From a dataset of Forward reaction prediction with 1.9M reactions from USPTO patents (1976-2016). Predict the product of the given reaction. (1) Given the reactants Br[C:2]1[C:3]2[CH:10]=[CH:9][N:8]([S:11]([C:14]3[CH:19]=[CH:18][CH:17]=[CH:16][CH:15]=3)(=[O:13])=[O:12])[C:4]=2[N:5]=[CH:6][N:7]=1.COCCOC.C(O)C.C(=O)([O-])[O-].[Na+].[Na+].[F:35][C:36]1[CH:37]=[CH:38][C:39]([O:45][CH3:46])=[C:40](B(O)O)[CH:41]=1, predict the reaction product. The product is: [F:35][C:36]1[CH:41]=[CH:40][C:39]([O:45][CH3:46])=[C:38]([C:2]2[C:3]3[CH:10]=[CH:9][N:8]([S:11]([C:14]4[CH:19]=[CH:18][CH:17]=[CH:16][CH:15]=4)(=[O:13])=[O:12])[C:4]=3[N:5]=[CH:6][N:7]=2)[CH:37]=1. (2) Given the reactants [CH:1]1([S:4]([C:7]2[CH:12]=[CH:11][C:10]([CH:13]([O:30][C:31]3[CH:36]=[CH:35][C:34]([F:37])=[CH:33][C:32]=3[F:38])[C:14]([NH:16][C:17]3[N:22]=[CH:21][C:20]([C:23]([O:25]C(C)(C)C)=[O:24])=[CH:19][CH:18]=3)=[O:15])=[CH:9][CH:8]=2)(=[O:6])=[O:5])[CH2:3][CH2:2]1.C(O)(C(F)(F)F)=O, predict the reaction product. The product is: [CH:1]1([S:4]([C:7]2[CH:8]=[CH:9][C:10]([CH:13]([O:30][C:31]3[CH:36]=[CH:35][C:34]([F:37])=[CH:33][C:32]=3[F:38])[C:14]([NH:16][C:17]3[N:22]=[CH:21][C:20]([C:23]([OH:25])=[O:24])=[CH:19][CH:18]=3)=[O:15])=[CH:11][CH:12]=2)(=[O:6])=[O:5])[CH2:2][CH2:3]1. (3) Given the reactants [H-].[Na+].[C:3]([O:7][C:8]([NH:10][CH:11]([C:15]([N:17]([O:19][CH3:20])[CH3:18])=[O:16])[CH:12]([CH3:14])[CH3:13])=[O:9])([CH3:6])([CH3:5])[CH3:4].I[CH2:22][CH3:23], predict the reaction product. The product is: [C:3]([O:7][C:8]([N:10]([CH2:22][CH3:23])[CH:11]([C:15]([N:17]([O:19][CH3:20])[CH3:18])=[O:16])[CH:12]([CH3:14])[CH3:13])=[O:9])([CH3:6])([CH3:4])[CH3:5]. (4) Given the reactants [Cl:1][C:2]1[C:3]([C:14]2[N:18]([CH3:19])[C:17]3[CH:20]=[CH:21][CH:22]=[CH:23][C:16]=3[N:15]=2)=[CH:4][C:5]([N:8]2[CH2:13][CH2:12][NH:11][CH2:10][CH2:9]2)=[N:6][CH:7]=1.CCN(C(C)C)C(C)C.Cl[C:34]([O:36][CH3:37])=[O:35], predict the reaction product. The product is: [Cl:1][C:2]1[C:3]([C:14]2[N:18]([CH3:19])[C:17]3[CH:20]=[CH:21][CH:22]=[CH:23][C:16]=3[N:15]=2)=[CH:4][C:5]([N:8]2[CH2:9][CH2:10][N:11]([C:34]([O:36][CH3:37])=[O:35])[CH2:12][CH2:13]2)=[N:6][CH:7]=1.